Regression/Classification. Given a drug SMILES string, predict its absorption, distribution, metabolism, or excretion properties. Task type varies by dataset: regression for continuous measurements (e.g., permeability, clearance, half-life) or binary classification for categorical outcomes (e.g., BBB penetration, CYP inhibition). Dataset: cyp1a2_veith. From a dataset of CYP1A2 inhibition data for predicting drug metabolism from PubChem BioAssay. The molecule is c1ccc(C[N+]23CN4CN(CN(C4)C2)C3)cc1. The result is 0 (non-inhibitor).